Dataset: NCI-60 drug combinations with 297,098 pairs across 59 cell lines. Task: Regression. Given two drug SMILES strings and cell line genomic features, predict the synergy score measuring deviation from expected non-interaction effect. (1) Drug 1: C1=CC(=CC=C1CCCC(=O)O)N(CCCl)CCCl. Drug 2: C1=CN(C=N1)CC(O)(P(=O)(O)O)P(=O)(O)O. Cell line: SK-MEL-2. Synergy scores: CSS=-1.12, Synergy_ZIP=2.17, Synergy_Bliss=-6.01, Synergy_Loewe=-6.87, Synergy_HSA=-6.56. (2) Drug 1: C1=CC(=CC=C1CC(C(=O)O)N)N(CCCl)CCCl.Cl. Synergy scores: CSS=26.8, Synergy_ZIP=-3.16, Synergy_Bliss=4.35, Synergy_Loewe=0.297, Synergy_HSA=0.350. Drug 2: C1CNP(=O)(OC1)N(CCCl)CCCl. Cell line: HCT-15. (3) Drug 1: C1CCC(C1)C(CC#N)N2C=C(C=N2)C3=C4C=CNC4=NC=N3. Drug 2: CN(C)N=NC1=C(NC=N1)C(=O)N. Cell line: SF-295. Synergy scores: CSS=4.21, Synergy_ZIP=-3.14, Synergy_Bliss=-4.27, Synergy_Loewe=-2.39, Synergy_HSA=-2.61. (4) Drug 1: COC1=C(C=C2C(=C1)N=CN=C2NC3=CC(=C(C=C3)F)Cl)OCCCN4CCOCC4. Drug 2: C1CN(P(=O)(OC1)NCCCl)CCCl. Cell line: KM12. Synergy scores: CSS=24.7, Synergy_ZIP=-3.91, Synergy_Bliss=-0.549, Synergy_Loewe=-23.6, Synergy_HSA=-0.956. (5) Drug 2: CC1C(C(CC(O1)OC2CC(CC3=C2C(=C4C(=C3O)C(=O)C5=C(C4=O)C(=CC=C5)OC)O)(C(=O)CO)O)N)O.Cl. Cell line: UO-31. Synergy scores: CSS=27.0, Synergy_ZIP=-0.815, Synergy_Bliss=1.30, Synergy_Loewe=0.635, Synergy_HSA=1.16. Drug 1: CCC1(CC2CC(C3=C(CCN(C2)C1)C4=CC=CC=C4N3)(C5=C(C=C6C(=C5)C78CCN9C7C(C=CC9)(C(C(C8N6C=O)(C(=O)OC)O)OC(=O)C)CC)OC)C(=O)OC)O.OS(=O)(=O)O. (6) Drug 1: CC1CCC2CC(C(=CC=CC=CC(CC(C(=O)C(C(C(=CC(C(=O)CC(OC(=O)C3CCCCN3C(=O)C(=O)C1(O2)O)C(C)CC4CCC(C(C4)OC)O)C)C)O)OC)C)C)C)OC. Drug 2: CN(CCCl)CCCl.Cl. Cell line: BT-549. Synergy scores: CSS=20.3, Synergy_ZIP=-7.25, Synergy_Bliss=-3.44, Synergy_Loewe=-3.88, Synergy_HSA=-3.26. (7) Drug 2: CCN(CC)CCCC(C)NC1=C2C=C(C=CC2=NC3=C1C=CC(=C3)Cl)OC. Synergy scores: CSS=31.2, Synergy_ZIP=-2.22, Synergy_Bliss=7.26, Synergy_Loewe=5.94, Synergy_HSA=8.27. Drug 1: CCC1=C2CN3C(=CC4=C(C3=O)COC(=O)C4(CC)O)C2=NC5=C1C=C(C=C5)O. Cell line: UO-31. (8) Drug 1: CS(=O)(=O)C1=CC(=C(C=C1)C(=O)NC2=CC(=C(C=C2)Cl)C3=CC=CC=N3)Cl. Drug 2: C1=C(C(=O)NC(=O)N1)N(CCCl)CCCl. Cell line: ACHN. Synergy scores: CSS=60.1, Synergy_ZIP=7.33, Synergy_Bliss=4.69, Synergy_Loewe=-11.2, Synergy_HSA=3.50. (9) Drug 1: C1CCN(CC1)CCOC2=CC=C(C=C2)C(=O)C3=C(SC4=C3C=CC(=C4)O)C5=CC=C(C=C5)O. Drug 2: CC1=C(C=C(C=C1)NC2=NC=CC(=N2)N(C)C3=CC4=NN(C(=C4C=C3)C)C)S(=O)(=O)N.Cl. Cell line: U251. Synergy scores: CSS=24.7, Synergy_ZIP=2.18, Synergy_Bliss=8.74, Synergy_Loewe=9.19, Synergy_HSA=8.81. (10) Drug 1: C1C(C(OC1N2C=NC3=C(N=C(N=C32)Cl)N)CO)O. Drug 2: CCC1(CC2CC(C3=C(CCN(C2)C1)C4=CC=CC=C4N3)(C5=C(C=C6C(=C5)C78CCN9C7C(C=CC9)(C(C(C8N6C)(C(=O)OC)O)OC(=O)C)CC)OC)C(=O)OC)O.OS(=O)(=O)O. Cell line: MDA-MB-231. Synergy scores: CSS=37.5, Synergy_ZIP=-1.79, Synergy_Bliss=-4.21, Synergy_Loewe=-2.08, Synergy_HSA=-0.925.